The task is: Predict the reaction yield, written as a fraction of the theoretical maximum amount of product (1.0 means a 100% yield; for example, 0.34 means a 34% yield).. This data is from Reaction yield outcomes from USPTO patents with 853,638 reactions. (1) The reactants are [Br:1][C:2]1[CH:3]=[C:4]2[C:8](=[CH:9][CH:10]=1)[NH:7][C:6](=[O:11])[C:5]2=[CH:12][C:13]1[NH:17][C:16]([CH:18]([CH3:20])[CH3:19])=[C:15]([C:21](O)=[O:22])[C:14]=1[C:24]1[CH:29]=[CH:28][CH:27]=[CH:26][CH:25]=1.[N:30]1([CH2:35][CH2:36][CH2:37][NH2:38])[CH2:34][CH2:33][CH2:32][CH2:31]1. No catalyst specified. The product is [N:30]1([CH2:35][CH2:36][CH2:37][NH:38][C:21]([C:15]2[C:14]([C:24]3[CH:29]=[CH:28][CH:27]=[CH:26][CH:25]=3)=[C:13]([CH:12]=[C:5]3[C:4]4[C:8](=[CH:9][CH:10]=[C:2]([Br:1])[CH:3]=4)[NH:7][C:6]3=[O:11])[NH:17][C:16]=2[CH:18]([CH3:20])[CH3:19])=[O:22])[CH2:34][CH2:33][CH2:32][CH2:31]1. The yield is 0.660. (2) The reactants are [Br:1][C:2]1[C:9]([O:10][CH3:11])=[CH:8][C:5]([CH:6]=[O:7])=[CH:4][C:3]=1[O:12][CH3:13].C1(C)C(S([CH2:23][N+:24]#[C-:25])(=O)=O)=CC=CC=1. The catalyst is CO. The product is [Br:1][C:2]1[C:9]([O:10][CH3:11])=[CH:8][C:5]([C:6]2[O:7][CH:25]=[N:24][CH:23]=2)=[CH:4][C:3]=1[O:12][CH3:13]. The yield is 0.390. (3) The reactants are [CH3:1][O:2][C:3]1[CH:8]=[CH:7][C:6]([C:9]2[CH2:10][CH:11]([CH3:16])[C:12](=[O:15])[NH:13][N:14]=2)=[CH:5][CH:4]=1. The catalyst is C(#N)C. The product is [CH3:1][O:2][C:3]1[CH:8]=[CH:7][C:6]([C:9]2[CH:10]=[C:11]([CH3:16])[C:12](=[O:15])[NH:13][N:14]=2)=[CH:5][CH:4]=1. The yield is 0.730. (4) The reactants are C[O:2][C:3]([C:5]1([CH2:18][C:19]2[CH:24]=[CH:23][C:22]([Cl:25])=[CH:21][CH:20]=2)[CH2:10][CH2:9][N:8]([C:11]([O:13][C:14]([CH3:17])([CH3:16])[CH3:15])=[O:12])[CH2:7][CH2:6]1)=[O:4].O.[OH-].[Li+].Cl. The catalyst is O1CCOCC1.CO.O. The product is [C:14]([O:13][C:11]([N:8]1[CH2:7][CH2:6][C:5]([CH2:18][C:19]2[CH:24]=[CH:23][C:22]([Cl:25])=[CH:21][CH:20]=2)([C:3]([OH:4])=[O:2])[CH2:10][CH2:9]1)=[O:12])([CH3:17])([CH3:15])[CH3:16]. The yield is 1.00. (5) The reactants are [F:1][C:2]1[CH:3]=[C:4]([CH:19]=[CH:20][CH:21]=1)[CH2:5][O:6][C:7]1[CH:8]=[CH:9][C:10]2[CH:16]=[CH:15][NH:14][C:13](=[O:17])[CH2:12][C:11]=2[CH:18]=1.C(N(CC)CC)C.[CH3:29][O:30][CH2:31][C:32](Cl)=[O:33]. The catalyst is ClCCl. The product is [F:1][C:2]1[CH:3]=[C:4]([CH:19]=[CH:20][CH:21]=1)[CH2:5][O:6][C:7]1[CH:8]=[CH:9][C:10]2[CH:16]=[CH:15][N:14]([C:32](=[O:33])[CH2:31][O:30][CH3:29])[C:13](=[O:17])[CH2:12][C:11]=2[CH:18]=1. The yield is 0.240. (6) The reactants are CCN(C(C)C)C(C)C.[Cl:10][C:11]1[N:16]=[C:15]([C:17]2[NH:18][C:19]3[C:24]([CH:25]=2)=[C:23]([F:26])[CH:22]=[CH:21][CH:20]=3)[C:14]([OH:27])=[CH:13][N:12]=1.[F:28][C:29]([F:42])([F:41])[S:30](O[S:30]([C:29]([F:42])([F:41])[F:28])(=[O:32])=[O:31])(=[O:32])=[O:31]. The catalyst is C(Cl)Cl.O. The product is [F:28][C:29]([F:42])([F:41])[S:30]([O:27][C:14]1[C:15]([C:17]2[NH:18][C:19]3[C:24]([CH:25]=2)=[C:23]([F:26])[CH:22]=[CH:21][CH:20]=3)=[N:16][C:11]([Cl:10])=[N:12][CH:13]=1)(=[O:32])=[O:31]. The yield is 0.667.